This data is from Full USPTO retrosynthesis dataset with 1.9M reactions from patents (1976-2016). The task is: Predict the reactants needed to synthesize the given product. Given the product [S:1]1[CH:5]=[CH:4][N:3]=[C:2]1[NH:6][C:7]([N:21]1[CH2:18][CH2:20][CH2:26][CH2:24]1)=[O:8], predict the reactants needed to synthesize it. The reactants are: [S:1]1[CH:5]=[CH:4][N:3]=[C:2]1[NH2:6].[C:7](Cl)(Cl)=[O:8].C1(C)C=CC=CC=1.[CH:18]([N:21]([CH:24]([CH3:26])C)CC)([CH3:20])C.N1CCCC1.